The task is: Predict hERG channel inhibition at various concentrations.. This data is from hERG Central: cardiac toxicity at 1µM, 10µM, and general inhibition. The molecule is CCC(=NC1CCN(Cc2ccccc2)CC1)c1c(O)[nH]c(=O)[nH]c1=O. Results: hERG_inhib (hERG inhibition (general)): blocker.